Dataset: Reaction yield outcomes from USPTO patents with 853,638 reactions. Task: Predict the reaction yield, written as a fraction of the theoretical maximum amount of product (1.0 means a 100% yield; for example, 0.34 means a 34% yield). (1) The reactants are C(C1C=C(NC(=O)CC)C=CC=1)#N.[NH2:14][C:15]1[CH:16]=[C:17]([CH:20]=[C:21]([Cl:23])[CH:22]=1)[C:18]#[N:19].[CH3:24][CH2:25][CH2:26][CH2:27][C:28](Cl)=[O:29]. The yield is 0.860. No catalyst specified. The product is [Cl:23][C:21]1[CH:22]=[C:15]([NH:14][C:28](=[O:29])[CH2:27][CH2:26][CH2:25][CH3:24])[CH:16]=[C:17]([C:18]#[N:19])[CH:20]=1. (2) The reactants are [Cl:1][C:2]1[C:3]([O:17][CH2:18][CH:19]2[CH2:22][C:21]([F:24])([F:23])[CH2:20]2)=[N:4][CH:5]=[C:6](B2OC(C)(C)C(C)(C)O2)[CH:7]=1.OO.S([O-])([O-:29])=S. The catalyst is CO. The product is [Cl:1][C:2]1[CH:7]=[C:6]([OH:29])[CH:5]=[N:4][C:3]=1[O:17][CH2:18][CH:19]1[CH2:22][C:21]([F:24])([F:23])[CH2:20]1. The yield is 0.810. (3) The reactants are Cl[C:2]1[CH:7]=[C:6]([NH2:8])[CH:5]=[CH:4][N:3]=1.[CH3:9][C:10]1([CH3:17])[O:14][C@H:13]([CH2:15][OH:16])[CH2:12][O:11]1.[Na]. No catalyst specified. The product is [CH3:9][C:10]1([CH3:17])[O:14][C@H:13]([CH2:15][O:16][C:2]2[CH:7]=[C:6]([NH2:8])[CH:5]=[CH:4][N:3]=2)[CH2:12][O:11]1. The yield is 0.319.